Dataset: Reaction yield outcomes from USPTO patents with 853,638 reactions. Task: Predict the reaction yield, written as a fraction of the theoretical maximum amount of product (1.0 means a 100% yield; for example, 0.34 means a 34% yield). (1) The reactants are C(OC([N:8]([CH:28]1[CH2:30][CH2:29]1)[C:9]1[N:14]2[N:15]=[CH:16][C:17]([CH:18]=[O:19])=[C:13]2[N:12]=[C:11]([C:20]2[S:24][C:23]([C:25]([OH:27])=[O:26])=[CH:22][CH:21]=2)[CH:10]=1)=O)(C)(C)C.Cl. The catalyst is O1CCOCC1. The product is [CH:28]1([NH:8][C:9]2[N:14]3[N:15]=[CH:16][C:17]([CH:18]=[O:19])=[C:13]3[N:12]=[C:11]([C:20]3[S:24][C:23]([C:25]([OH:27])=[O:26])=[CH:22][CH:21]=3)[CH:10]=2)[CH2:29][CH2:30]1. The yield is 0.820. (2) The reactants are Cl[C:2]1[C:7]([F:8])=[CH:6][CH:5]=[CH:4][N:3]=1.[CH:9]1([C:13]#[N:14])[CH2:12][CH2:11][CH2:10]1.C[Si](C)(C)[N-][Si](C)(C)C.[Na+]. The catalyst is C1(C)C=CC=CC=1. The product is [F:8][C:7]1[C:2]([C:9]2([C:13]#[N:14])[CH2:12][CH2:11][CH2:10]2)=[N:3][CH:4]=[CH:5][CH:6]=1. The yield is 0.830. (3) The product is [Cl:1][C:2]1[C:7]2[O:12][CH2:11][CH2:10][CH2:9][C:6]=2[C:5]([CH3:13])=[CH:4][CH:3]=1. The reactants are [Cl:1][C:2]1[C:7](O)=[C:6]([CH2:9][CH2:10][CH2:11][OH:12])[C:5]([CH3:13])=[CH:4][CH:3]=1.C1(P(C2C=CC=CC=2)C2C=CC=CC=2)C=CC=CC=1.N(C(OC(C)C)=O)=NC(OC(C)C)=O. The yield is 0.940. The catalyst is O1CCCC1. (4) The reactants are Br[C:2]1[CH:3]=[C:4]([NH2:11])[CH:5]=[C:6]([N+:8]([O-:10])=[O:9])[CH:7]=1.[C:12]1(B(O)O)[CH:17]=[CH:16][CH:15]=[CH:14][CH:13]=1.C(=O)([O-])[O-].[K+].[K+].Cl. The catalyst is O1CCOCC1.O.C1C=CC([P]([Pd]([P](C2C=CC=CC=2)(C2C=CC=CC=2)C2C=CC=CC=2)([P](C2C=CC=CC=2)(C2C=CC=CC=2)C2C=CC=CC=2)[P](C2C=CC=CC=2)(C2C=CC=CC=2)C2C=CC=CC=2)(C2C=CC=CC=2)C2C=CC=CC=2)=CC=1. The product is [N+:8]([C:6]1[CH:5]=[C:4]([NH2:11])[CH:3]=[C:2]([C:12]2[CH:17]=[CH:16][CH:15]=[CH:14][CH:13]=2)[CH:7]=1)([O-:10])=[O:9]. The yield is 0.567. (5) The reactants are [F:1][C:2]1[C:7]([F:8])=[C:6]([NH:9][C:10]2[CH:15]=[CH:14][C:13]([I:16])=[CH:12][C:11]=2[F:17])[C:5]([NH2:18])=[CH:4][CH:3]=1.[CH2:19]([S:23](Cl)(=[O:25])=[O:24])[CH2:20][CH2:21][CH3:22]. No catalyst specified. The product is [F:8][C:7]1[C:6]([NH:9][C:10]2[CH:15]=[CH:14][C:13]([I:16])=[CH:12][C:11]=2[F:17])=[C:5]([NH:18][S:23]([CH2:19][CH2:20][CH2:21][CH3:22])(=[O:25])=[O:24])[CH:4]=[CH:3][C:2]=1[F:1]. The yield is 0.550. (6) The yield is 0.620. The catalyst is CCOCC. The reactants are [Br:1][C:2]1[CH:3]=[C:4]([CH:9]([C:11]#[N:12])[OH:10])[CH:5]=[CH:6][C:7]=1[F:8].[CH2:13]([OH:15])[CH3:14].[ClH:16]. The product is [ClH:16].[Br:1][C:2]1[CH:3]=[C:4]([CH:9]([OH:10])[C:11](=[NH:12])[O:15][CH2:13][CH3:14])[CH:5]=[CH:6][C:7]=1[F:8].